This data is from Catalyst prediction with 721,799 reactions and 888 catalyst types from USPTO. The task is: Predict which catalyst facilitates the given reaction. (1) Reactant: CC(C)([O-])C.[K+].[Br-].[O:8]1[CH2:12][CH2:11][O:10][CH:9]1[CH2:13][CH2:14][P+](C1C=CC=CC=1)(C1C=CC=CC=1)C1C=CC=CC=1.O=[C:35]1[CH2:38][N:37]([C:39]([O:41][CH2:42][C:43]2[CH:48]=[CH:47][CH:46]=[CH:45][CH:44]=2)=[O:40])[CH2:36]1. Product: [O:10]1[CH2:11][CH2:12][O:8][CH:9]1[CH2:13][CH:14]=[C:35]1[CH2:36][N:37]([C:39]([O:41][CH2:42][C:43]2[CH:48]=[CH:47][CH:46]=[CH:45][CH:44]=2)=[O:40])[CH2:38]1. The catalyst class is: 28. (2) Reactant: [F:1][C:2]([F:7])([F:6])[C:3]([OH:5])=[O:4].[Cl:8][C:9]1[CH:23]=[CH:22][C:12]([CH2:13][NH:14]C(=O)OC(C)(C)C)=[C:11]([CH2:24][NH:25][C:26]([C@@H:28]2[CH2:33][O:32][CH2:31][CH2:30][N:29]2[C:34](=[O:41])[C@H:35]([OH:40])[C:36]([CH3:39])([CH3:38])[CH3:37])=[O:27])[CH:10]=1. Product: [F:1][C:2]([F:7])([F:6])[C:3]([OH:5])=[O:4].[NH2:14][CH2:13][C:12]1[CH:22]=[CH:23][C:9]([Cl:8])=[CH:10][C:11]=1[CH2:24][NH:25][C:26]([C@@H:28]1[CH2:33][O:32][CH2:31][CH2:30][N:29]1[C:34](=[O:41])[C@H:35]([OH:40])[C:36]([CH3:39])([CH3:38])[CH3:37])=[O:27]. The catalyst class is: 2.